From a dataset of NCI-60 drug combinations with 297,098 pairs across 59 cell lines. Regression. Given two drug SMILES strings and cell line genomic features, predict the synergy score measuring deviation from expected non-interaction effect. (1) Drug 1: CCC1(CC2CC(C3=C(CCN(C2)C1)C4=CC=CC=C4N3)(C5=C(C=C6C(=C5)C78CCN9C7C(C=CC9)(C(C(C8N6C=O)(C(=O)OC)O)OC(=O)C)CC)OC)C(=O)OC)O.OS(=O)(=O)O. Drug 2: C1=CN(C=N1)CC(O)(P(=O)(O)O)P(=O)(O)O. Cell line: EKVX. Synergy scores: CSS=1.02, Synergy_ZIP=-2.65, Synergy_Bliss=-5.42, Synergy_Loewe=-6.04, Synergy_HSA=-4.71. (2) Drug 1: CC=C1C(=O)NC(C(=O)OC2CC(=O)NC(C(=O)NC(CSSCCC=C2)C(=O)N1)C(C)C)C(C)C. Drug 2: CC(C)NC(=O)C1=CC=C(C=C1)CNNC.Cl. Cell line: SNB-75. Synergy scores: CSS=26.3, Synergy_ZIP=0.380, Synergy_Bliss=-0.831, Synergy_Loewe=-40.9, Synergy_HSA=-2.67. (3) Drug 1: CC1=C2C(C(=O)C3(C(CC4C(C3C(C(C2(C)C)(CC1OC(=O)C(C(C5=CC=CC=C5)NC(=O)OC(C)(C)C)O)O)OC(=O)C6=CC=CC=C6)(CO4)OC(=O)C)OC)C)OC. Drug 2: C1=NC2=C(N=C(N=C2N1C3C(C(C(O3)CO)O)F)Cl)N. Cell line: UO-31. Synergy scores: CSS=48.9, Synergy_ZIP=-5.72, Synergy_Bliss=1.55, Synergy_Loewe=3.61, Synergy_HSA=5.57. (4) Drug 1: C1=C(C(=O)NC(=O)N1)N(CCCl)CCCl. Drug 2: CN(CC1=CN=C2C(=N1)C(=NC(=N2)N)N)C3=CC=C(C=C3)C(=O)NC(CCC(=O)O)C(=O)O. Cell line: SR. Synergy scores: CSS=85.3, Synergy_ZIP=3.74, Synergy_Bliss=2.67, Synergy_Loewe=4.06, Synergy_HSA=6.05. (5) Drug 1: CC1=CC=C(C=C1)C2=CC(=NN2C3=CC=C(C=C3)S(=O)(=O)N)C(F)(F)F. Drug 2: CC1=C(C=C(C=C1)NC(=O)C2=CC=C(C=C2)CN3CCN(CC3)C)NC4=NC=CC(=N4)C5=CN=CC=C5. Cell line: SR. Synergy scores: CSS=-4.54, Synergy_ZIP=13.3, Synergy_Bliss=16.7, Synergy_Loewe=-6.00, Synergy_HSA=-0.628. (6) Drug 1: C(CC(=O)O)C(=O)CN.Cl. Drug 2: CC12CCC3C(C1CCC2OP(=O)(O)O)CCC4=C3C=CC(=C4)OC(=O)N(CCCl)CCCl.[Na+]. Cell line: NCI-H322M. Synergy scores: CSS=19.1, Synergy_ZIP=-7.94, Synergy_Bliss=-5.21, Synergy_Loewe=-11.4, Synergy_HSA=-2.61. (7) Cell line: OVCAR3. Drug 2: C1=NC2=C(N=C(N=C2N1C3C(C(C(O3)CO)O)F)Cl)N. Drug 1: CC(C1=C(C=CC(=C1Cl)F)Cl)OC2=C(N=CC(=C2)C3=CN(N=C3)C4CCNCC4)N. Synergy scores: CSS=23.9, Synergy_ZIP=3.68, Synergy_Bliss=3.32, Synergy_Loewe=-10.8, Synergy_HSA=1.28.